Dataset: Full USPTO retrosynthesis dataset with 1.9M reactions from patents (1976-2016). Task: Predict the reactants needed to synthesize the given product. (1) Given the product [C:4]([Si:1]([O:18][CH2:17][CH2:16][C:11]1[CH:12]=[CH:13][CH:14]=[CH:15][C:10]=1[F:9])([CH3:3])[CH3:2])([CH3:7])([CH3:6])[CH3:5], predict the reactants needed to synthesize it. The reactants are: [Si:1](Cl)([C:4]([CH3:7])([CH3:6])[CH3:5])([CH3:3])[CH3:2].[F:9][C:10]1[CH:15]=[CH:14][CH:13]=[CH:12][C:11]=1[CH2:16][CH2:17][OH:18].N1C=CN=C1. (2) The reactants are: [C:1]1([S:19]([OH:22])(=[O:21])=[O:20])[C:10]2[CH:9]=[CH:8][CH:7]=[C:6]([S:11]([OH:14])(=[O:13])=[O:12])[C:5]=2[CH:4]=[C:3](S(O)(=O)=O)[CH:2]=1.C1C2C(=CC=CC=2)C=CC=1.S(=O)(=O)(O)O. Given the product [C:1]1([S:19]([OH:22])(=[O:21])=[O:20])[C:10]2[CH:9]=[CH:8][CH:7]=[C:6]([S:11]([OH:14])(=[O:13])=[O:12])[C:5]=2[CH:4]=[CH:3][CH:2]=1, predict the reactants needed to synthesize it. (3) Given the product [NH2:1][C:2]1[N:6]([CH3:7])[C:5](=[O:8])[C:4]([C:19]2[CH:20]=[CH:21][C:22]([O:25][CH:26]([F:28])[F:27])=[CH:23][CH:24]=2)([C:9]2[CH:14]=[CH:13][CH:12]=[C:11]([C:56]#[C:55][CH2:54][CH2:53][F:29])[CH:10]=2)[N:3]=1, predict the reactants needed to synthesize it. The reactants are: [NH2:1][C:2]1[N:6]([CH3:7])[C:5](=[O:8])[C:4]([C:19]2[CH:24]=[CH:23][C:22]([O:25][CH:26]([F:28])[F:27])=[CH:21][CH:20]=2)([C:9]2[CH:14]=[CH:13][CH:12]=[C:11](C#CCF)[CH:10]=2)[N:3]=1.[F:29]C(F)OC1C=CC(C(=O)C(C2C=CC=C(C#CCO)C=2)=O)=CC=1.[CH2:53](O)[CH2:54][C:55]#[CH:56]. (4) Given the product [CH:26]([CH:19]1[CH2:24][CH2:23][CH:22]([O:1][C:2]2[CH:3]=[C:4]3[C:9](=[CH:10][CH:11]=2)[CH:8]=[C:7]([C@:12]2([CH3:18])[CH2:16][O:15][C:14](=[O:17])[NH:13]2)[CH:6]=[CH:5]3)[CH2:21][CH2:20]1)([CH3:31])[CH3:27], predict the reactants needed to synthesize it. The reactants are: [OH:1][C:2]1[CH:3]=[C:4]2[C:9](=[CH:10][CH:11]=1)[CH:8]=[C:7]([C@:12]1([CH3:18])[CH2:16][O:15][C:14](=[O:17])[NH:13]1)[CH:6]=[CH:5]2.[CH:19]1(O)[CH2:24][CH2:23][CH2:22][CH2:21][CH2:20]1.[C:26]1(P(C2C=CC=CC=2)C2C=CC=CC=2)[CH:31]=CC=C[CH:27]=1.O1CCCC1.N(C(OC(C)C)=O)=NC(OC(C)C)=O.